Dataset: CYP1A2 inhibition data for predicting drug metabolism from PubChem BioAssay. Task: Regression/Classification. Given a drug SMILES string, predict its absorption, distribution, metabolism, or excretion properties. Task type varies by dataset: regression for continuous measurements (e.g., permeability, clearance, half-life) or binary classification for categorical outcomes (e.g., BBB penetration, CYP inhibition). Dataset: cyp1a2_veith. The compound is CCCOc1ccc(/C=C/C(=O)Nc2ccc([N+](=O)[O-])cc2C)cc1. The result is 0 (non-inhibitor).